Predict the reaction yield, written as a fraction of the theoretical maximum amount of product (1.0 means a 100% yield; for example, 0.34 means a 34% yield). From a dataset of Reaction yield outcomes from USPTO patents with 853,638 reactions. (1) The reactants are [Br:1][C:2]1[CH:3]=[CH:4][C:5]([O:15][CH2:16][C:17]2[CH:22]=[CH:21][C:20]([F:23])=[CH:19][CH:18]=2)=[C:6]([C:8](=O)[CH2:9][CH2:10][C:11](=O)[CH3:12])[CH:7]=1.[NH2:24][C:25]1[CH:26]=[C:27]([CH:31]=[CH:32][C:33]=1[F:34])[C:28]([OH:30])=[O:29].CC1C=CC(S(O)(=O)=O)=CC=1. The catalyst is CN1C(=O)CCC1.CCOC(C)=O. The product is [Br:1][C:2]1[CH:3]=[CH:4][C:5]([O:15][CH2:16][C:17]2[CH:22]=[CH:21][C:20]([F:23])=[CH:19][CH:18]=2)=[C:6]([C:8]2[N:24]([C:25]3[CH:26]=[C:27]([CH:31]=[CH:32][C:33]=3[F:34])[C:28]([OH:30])=[O:29])[C:11]([CH3:12])=[CH:10][CH:9]=2)[CH:7]=1. The yield is 0.270. (2) The reactants are [Cl:1][C:2]1[N:7]=[CH:6][C:5]([CH:8]([CH3:11])[CH2:9]O)=[C:4]([C:12]2[NH:13][C:14]3[C:19]([CH:20]=2)=[C:18]([F:21])[CH:17]=[CH:16][CH:15]=3)[CH:3]=1.CCOC(/N=N/C(OCC)=O)=O.C1C=CC(P(C2C=CC=CC=2)C2C=CC=CC=2)=CC=1. The catalyst is C1COCC1.O. The product is [Cl:1][C:2]1[N:7]=[CH:6][C:5]2[CH:8]([CH3:11])[CH2:9][N:13]3[C:14]4[CH:15]=[CH:16][CH:17]=[C:18]([F:21])[C:19]=4[CH:20]=[C:12]3[C:4]=2[CH:3]=1. The yield is 0.560. (3) The reactants are [C:1]([O:5][C:6]([N:8]1[CH2:13][CH2:12][CH2:11][CH:10]([OH:14])[CH2:9]1)=[O:7])([CH3:4])([CH3:3])[CH3:2].[Cl:15][C:16]1[CH:21]=[CH:20][C:19]([C:22]2[CH:27]=[CH:26][C:25]([CH2:28]Cl)=[CH:24][CH:23]=2)=[CH:18][CH:17]=1. No catalyst specified. The product is [C:1]([O:5][C:6]([N:8]1[CH2:13][CH2:12][CH2:11][CH:10]([O:14][CH2:28][C:25]2[CH:24]=[CH:23][C:22]([C:19]3[CH:20]=[CH:21][C:16]([Cl:15])=[CH:17][CH:18]=3)=[CH:27][CH:26]=2)[CH2:9]1)=[O:7])([CH3:4])([CH3:2])[CH3:3]. The yield is 0.840.